Dataset: Antibody paratope prediction from SAbDab with 1,023 antibody chains. Task: Token-level Classification. Given an antibody amino acid sequence, predict which amino acid positions are active in antigen binding. Output is a list of indices for active paratope positions. (1) The paratope positions are: [52, 83, 84, 85, 104, 105, 106]. Given the antibody sequence: EVQLQQSGPELVKPGASVKISCKASGYAFSSSWMNWVKQRPGKGLEWIGRIYPGDGDTNYNGKFKGKATLTADKSSSTAYMQLSSLTSEDSAVYFCARSDYYGDYGFAYWGQGTLVTVSA, which amino acid positions are active in antigen binding (paratope)? (2) Given the antibody sequence: DVQLQESGPGLVKPSQSLSLTCSVTDYSITSGYYWNWIRQFPGNKLEWMGYISYDGSNNYNPSLKNRISITRDPSKDQFFLNLNSVTTEDTATYYCTRGSLVWGQGTLVTVSA, which amino acid positions are active in antigen binding (paratope)? The paratope positions are: [31, 83, 84, 85]. (3) Given the antibody sequence: EVQLVESGGGLVKPGGSLRLSCAASGFTFSNTWMSWVRQAPGKGLEWVGRISRNKDGAKTEYAAPVRGRFTISRDDSRDTLYLQMTSLKIEDSGRYFCTADLGEPVVSRFFEWGSYYYYMDLWGKGTTVTVSS, which amino acid positions are active in antigen binding (paratope)? The paratope positions are: [52, 53, 54, 85, 86, 87, 106, 107, 108, 109, 110, 111, 112, 113, 114, 115, 116, 117, 118, 119]. (4) The paratope positions are: [30, 31, 32, 33, 34, 35]. Given the antibody sequence: DIVMTQSPSSLAMSVGQKVTMSCKSSQSLLNSNNQKNYLAWYQQKPGQSPKLLVYFASTRESGVPDRFIGSGSGTDFTLTISSVQAEDLADYFCQQHYSTPYTFGGGTKLEIR, which amino acid positions are active in antigen binding (paratope)? (5) Given the antibody sequence: DIVLTQSPSSLAVSLGQRATISCRASQSVSTSSFRYMHWYQQKPGQPPRLLIKYASNLESGVPARFSGSGSGTDFTLNIHPVEEEDTATYYCQHSWEIPYTFGGGTKLEIK, which amino acid positions are active in antigen binding (paratope)? The paratope positions are: [30, 31, 32, 33]. (6) Given the antibody sequence: QVQLKESGPGLLQPSQTLSLTCTVSGISLSDYGVHWVRQAPGKGLEWMGIIGHAGGTDYNSNLKSRVSISRDTSKSQVFLKLNSLQQEDTAMYFCARHFYTYFDVWGQGIQVTVSS, which amino acid positions are active in antigen binding (paratope)? The paratope positions are: [52, 82, 83, 84]. (7) The paratope positions are: [30, 31, 32, 33, 34]. Given the antibody sequence: DILMTQTPLYLPVSLGDQASISCRSSQTIVHNNGNTYLEWYLQKPGQSPQLLIYKVSNRFSGVPDRFSGSGSGTDFTLKISRVEAEDLGIYYCFQGSHFPPTFGGGTKLEIK, which amino acid positions are active in antigen binding (paratope)? (8) Given the antibody sequence: DIVMTQAAPSVPVTPGESVSISCRSSKSLLHSNGNTYLYWFLQRPGQSPQLLIHRMSNLASGVPDRFSGSGSGTAFTLRISRVEAEDVGVYYCMQHLEYPYTFGGGTRLEVK, which amino acid positions are active in antigen binding (paratope)? The paratope positions are: [30, 31, 32, 33, 34]. (9) Given the antibody sequence: QVQLVQSGAEVKKPGASVKVSCKASGFNIKDTYIHWVRQAPGQRLEWMGRIDPANGYTKYDPKFQGRVTITADTSASTAYMELSSLRSEDEAVYYCAREGYYGNYGVYAMDYWGQGTLVTVSS, which amino acid positions are active in antigen binding (paratope)? The paratope positions are: [52, 83, 84, 85, 104, 105, 106, 107, 108, 109].